Dataset: Catalyst prediction with 721,799 reactions and 888 catalyst types from USPTO. Task: Predict which catalyst facilitates the given reaction. Reactant: [CH:1]([C:4]1[N:5]=[C:6]([CH2:9][CH2:10][C:11]2[CH:31]=[CH:30][N:14]3[C:15](=[O:29])[C:16](/[CH:20]=[CH:21]/C(OC(C)(C)C)=O)=[C:17]([OH:19])[N:18]=[C:13]3[CH:12]=2)[S:7][CH:8]=1)([CH3:3])[CH3:2].[CH:32]([OH:34])=[O:33]. Product: [CH:1]([C:4]1[N:5]=[C:6]([CH2:9][CH2:10][C:11]2[CH:31]=[CH:30][N:14]3[C:15](=[O:29])[C:16]([C:20](=[CH2:21])[C:32]([OH:34])=[O:33])=[C:17]([OH:19])[N:18]=[C:13]3[CH:12]=2)[S:7][CH:8]=1)([CH3:3])[CH3:2]. The catalyst class is: 11.